From a dataset of Catalyst prediction with 721,799 reactions and 888 catalyst types from USPTO. Predict which catalyst facilitates the given reaction. Reactant: [Cl-].[Al+3].[Cl-].[Cl-].[Cl-].[Na+].[O:7]1[C:17]2[C:12](=[CH:13][CH:14]=[CH:15][CH:16]=2)[CH2:11][CH2:10][C:8]1=[O:9].Cl. Product: [OH:7][C:17]1[CH:16]=[CH:15][CH:14]=[C:13]2[C:12]=1[CH2:11][CH2:10][C:8]2=[O:9]. The catalyst class is: 6.